Predict the reaction yield, written as a fraction of the theoretical maximum amount of product (1.0 means a 100% yield; for example, 0.34 means a 34% yield). From a dataset of Reaction yield outcomes from USPTO patents with 853,638 reactions. The reactants are ClN1C(=O)CCC1=O.[OH:9][N:10]=[CH:11][C:12]1[N:17]=[C:16]([NH:18][C:19](=[O:24])[C:20]([CH3:23])([CH3:22])[CH3:21])[CH:15]=[CH:14][CH:13]=1.[CH2:25]([O:27][CH:28]=[CH:29][CH3:30])[CH3:26].C(N(CC)CC)C. The catalyst is CN(C)C=O. The product is [CH2:25]([O:27][CH:28]1[O:9][N:10]=[C:11]([C:12]2[N:17]=[C:16]([NH:18][C:19](=[O:24])[C:20]([CH3:21])([CH3:23])[CH3:22])[CH:15]=[CH:14][CH:13]=2)[CH:29]1[CH3:30])[CH3:26]. The yield is 0.468.